Predict the reactants needed to synthesize the given product. From a dataset of Retrosynthesis with 50K atom-mapped reactions and 10 reaction types from USPTO. (1) Given the product COc1cccc(COc2cccc(-c3nc(C4CCC4)n4ccnc(N)c34)c2)c1, predict the reactants needed to synthesize it. The reactants are: COc1cccc(CBr)c1.Nc1nccn2c(C3CCC3)nc(-c3cccc(O)c3)c12. (2) Given the product CCOC(=O)c1ccc(Oc2cccc(CO)c2)nc1, predict the reactants needed to synthesize it. The reactants are: CCOC(=O)c1ccc(Cl)nc1.OCc1cccc(O)c1. (3) The reactants are: CC(=O)O[BH-](OC(C)=O)OC(C)=O.c1cnc2c(c1)CC[C@@H]1CCCN(Cc3nc4ccccc4n3C[C@H]3CCCNC3)[C@H]21. Given the product CC(C)N1CCC[C@H](Cn2c(CN3CCC[C@H]4CCc5cccnc5[C@H]43)nc3ccccc32)C1, predict the reactants needed to synthesize it. (4) Given the product COC(=O)c1ccc(OCCCC2CCNCC2)cc1F, predict the reactants needed to synthesize it. The reactants are: COC(=O)c1ccc(OCCCC2CCN(C(=O)OC(C)(C)C)CC2)cc1F. (5) Given the product Cc1ccc(-c2ccccc2OCc2ccc(F)cc2)n1-c1cccc(S(N)(=O)=O)c1, predict the reactants needed to synthesize it. The reactants are: CC(=O)CCC(=O)c1ccccc1OCc1ccc(F)cc1.Nc1cccc(S(N)(=O)=O)c1. (6) Given the product CN[C@H](C)C(=O)NCCCc1ccc(F)cc1, predict the reactants needed to synthesize it. The reactants are: C[C@H](C(=O)NCCCc1ccc(F)cc1)N(C)C(=O)OC(C)(C)C.